From a dataset of Forward reaction prediction with 1.9M reactions from USPTO patents (1976-2016). Predict the product of the given reaction. Given the reactants C(OO)(=[O:3])C.[CH2:6]([O:13][CH2:14][C:15]1[N:16]([CH2:28][C:29]([CH3:32])([OH:31])[CH3:30])[C:17]2[C:26]3[CH:25]=[CH:24][CH:23]=[CH:22][C:21]=3[N:20]=[CH:19][C:18]=2[N:27]=1)[C:7]1[CH:12]=[CH:11][CH:10]=[CH:9][CH:8]=1.C(OC)(=O)C, predict the reaction product. The product is: [CH2:6]([O:13][CH2:14][C:15]1[N:16]([CH2:28][C:29]([CH3:32])([OH:31])[CH3:30])[C:17]2[C:26]3[CH:25]=[CH:24][CH:23]=[CH:22][C:21]=3[N+:20]([O-:3])=[CH:19][C:18]=2[N:27]=1)[C:7]1[CH:12]=[CH:11][CH:10]=[CH:9][CH:8]=1.